The task is: Predict which catalyst facilitates the given reaction.. This data is from Catalyst prediction with 721,799 reactions and 888 catalyst types from USPTO. (1) Reactant: [N:1]1[C:5]2[C:6]3[CH:14]=[CH:13][CH:12]=[CH:11][C:7]=3[O:8][CH2:9][CH2:10][C:4]=2[S:3][C:2]=1[NH:15][CH2:16][CH:17]1[CH2:22][CH2:21][CH:20]([NH:23][C:24](=O)[CH3:25])[CH2:19][CH2:18]1.Cl.[OH-].[Na+]. Product: [CH2:24]([NH:23][CH:20]1[CH2:21][CH2:22][CH:17]([CH2:16][NH:15][C:2]2[S:3][C:4]3[CH2:10][CH2:9][O:8][C:7]4[CH:11]=[CH:12][CH:13]=[CH:14][C:6]=4[C:5]=3[N:1]=2)[CH2:18][CH2:19]1)[CH3:25]. The catalyst class is: 1. (2) Reactant: [CH2:1]([NH:3][C:4](=[O:39])[NH:5][C:6]1[CH:11]=[CH:10][C:9]([C:12]2[C:22]3[C:21](=[O:23])[N:20]([CH2:24][CH2:25][C:26](O)=[O:27])[CH2:19][C:18]([CH3:30])([CH3:29])[O:17][C:16]=3[N:15]=[C:14]([N:31]3[CH2:37][CH:36]4[O:38][CH:33]([CH2:34][CH2:35]4)[CH2:32]3)[N:13]=2)=[CH:8][CH:7]=1)[CH3:2].C[CH2:41][N:42](C(C)C)[CH:43](C)C.Cl.CNC.OC1C2N=NNC=2C=CC=1.Cl.C(N=C=NCCCN(C)C)C. Product: [CH2:1]([NH:3][C:4](=[O:39])[NH:5][C:6]1[CH:11]=[CH:10][C:9]([C:12]2[C:22]3[C:21](=[O:23])[N:20]([CH2:24][CH2:25][C:26]([N:42]([CH3:43])[CH3:41])=[O:27])[CH2:19][C:18]([CH3:30])([CH3:29])[O:17][C:16]=3[N:15]=[C:14]([N:31]3[CH2:37][CH:36]4[O:38][CH:33]([CH2:34][CH2:35]4)[CH2:32]3)[N:13]=2)=[CH:8][CH:7]=1)[CH3:2]. The catalyst class is: 643. (3) Reactant: [F-].C([N+](CCCC)(CCCC)CCCC)CCC.[Si]([O:36][CH2:37][CH2:38][O:39][CH2:40][C@H:41]([O:53][C:54]1[N:59]=[CH:58][N:57]=[C:56]2[N:60]([C:63]3[C:68]([Cl:69])=[CH:67][CH:66]=[CH:65][N:64]=3)[N:61]=[CH:62][C:55]=12)[C:42]([NH:44][C:45]1[CH:50]=[CH:49][C:48]([C:51]#[N:52])=[CH:47][N:46]=1)=[O:43])(C(C)(C)C)(C1C=CC=CC=1)C1C=CC=CC=1. Product: [Cl:69][C:68]1[C:63]([N:60]2[C:56]3=[N:57][CH:58]=[N:59][C:54]([O:53][C@@H:41]([CH2:40][O:39][CH2:38][CH2:37][OH:36])[C:42]([NH:44][C:45]4[CH:50]=[CH:49][C:48]([C:51]#[N:52])=[CH:47][N:46]=4)=[O:43])=[C:55]3[CH:62]=[N:61]2)=[N:64][CH:65]=[CH:66][CH:67]=1. The catalyst class is: 1. (4) Reactant: [Br:1][C:2]1[CH:10]=[CH:9][CH:8]=[C:7]2[C:3]=1[CH:4]=[CH:5][NH:6]2.[H-].[Na+].[C:13]1([S:19](Cl)(=[O:21])=[O:20])[CH:18]=[CH:17][CH:16]=[CH:15][CH:14]=1. Product: [Br:1][C:2]1[CH:10]=[CH:9][CH:8]=[C:7]2[C:3]=1[CH:4]=[CH:5][N:6]2[S:19]([C:13]1[CH:18]=[CH:17][CH:16]=[CH:15][CH:14]=1)(=[O:21])=[O:20]. The catalyst class is: 7.